Dataset: Reaction yield outcomes from USPTO patents with 853,638 reactions. Task: Predict the reaction yield, written as a fraction of the theoretical maximum amount of product (1.0 means a 100% yield; for example, 0.34 means a 34% yield). (1) The reactants are Cl[CH2:2][CH2:3][CH2:4][N:5]1[C:10]2[CH:11]=[CH:12][CH:13]=[CH:14][C:9]=2[O:8][CH2:7][C:6]1=[O:15].C([O-])([O-])=O.[K+].[K+].[Na+].[I-].[CH:24](=[C:28]1[CH2:33][CH2:32][NH:31][CH2:30][CH2:29]1)[CH2:25][CH2:26][CH3:27]. The catalyst is C(Cl)Cl.CO. The product is [CH:24](=[C:28]1[CH2:33][CH2:32][N:31]([CH2:2][CH2:3][CH2:4][N:5]2[C:10]3[CH:11]=[CH:12][CH:13]=[CH:14][C:9]=3[O:8][CH2:7][C:6]2=[O:15])[CH2:30][CH2:29]1)[CH2:25][CH2:26][CH3:27]. The yield is 0.710. (2) The reactants are C([C:3]1[CH:4]=[C:5]([CH:10]=[CH:11][C:12]=1[O:13][CH:14]([CH3:17])[CH:15]=[CH2:16])[C:6]([O:8][CH3:9])=[O:7])=O. The catalyst is C(Cl)Cl.C1CCC(P(C2CCCCC2)C2CCCCC2)CC1.C1CCC(P(C2CCCCC2)C2CCCCC2)CC1.C1C=CC(C=[Ru](Cl)Cl)=CC=1. The product is [CH3:17][CH:14]1[CH:15]=[CH:16][C:3]2[C:12](=[CH:11][CH:10]=[C:5]([C:6]([O:8][CH3:9])=[O:7])[CH:4]=2)[O:13]1. The yield is 0.690. (3) The catalyst is C1COCC1. The product is [N:1]([CH2:4][CH2:5][CH2:6][C:7]1([C:20]2[CH:25]=[CH:24][CH:23]=[CH:22][CH:21]=2)[N:11]([C:26](=[S:27])[NH:33][NH2:38])[N:10]=[C:9]([C:12]2[CH:17]=[C:16]([F:18])[CH:15]=[CH:14][C:13]=2[F:19])[S:8]1)=[N+:2]=[N-:3]. The yield is 0.200. The reactants are [N:1]([CH2:4][CH2:5][CH2:6][C:7]1([C:20]2[CH:25]=[CH:24][CH:23]=[CH:22][CH:21]=2)[NH:11][N:10]=[C:9]([C:12]2[CH:17]=[C:16]([F:18])[CH:15]=[CH:14][C:13]=2[F:19])[S:8]1)=[N+:2]=[N-:3].[C:26]([N:33]1C=CN=C1)(N1C=CN=C1)=[S:27].[NH2:38]N. (4) The reactants are S(=O)(=O)(O)[OH:2].[F:6][C:7]1[C:12]([F:13])=[CH:11][CH:10]=[CH:9][C:8]=1[NH:14][C:15](=[O:19])[CH:16]=NO. The catalyst is O. The product is [F:13][C:12]1[C:7]([F:6])=[C:8]2[C:9]([C:16](=[O:2])[C:15](=[O:19])[NH:14]2)=[CH:10][CH:11]=1. The yield is 0.570. (5) The reactants are [C:1]([Br:4])(=[O:3])[CH3:2].[Br-].[OH:6][C:7]1[CH:12]=[CH:11][C:10]([C:13](=[O:40])[CH2:14][N+:15]23[CH2:22][CH2:21][CH:18]([CH2:19][CH2:20]2)[C@@H:17]([O:23][C:24](=[O:39])[C@@H:25]([C:33]2[CH:38]=[CH:37][CH:36]=[CH:35][CH:34]=2)[NH:26][C:27]2[CH:32]=[CH:31][CH:30]=[CH:29][CH:28]=2)[CH2:16]3)=[CH:9][CH:8]=1.C(Cl)Cl.CO.CC#N.O. The catalyst is C(Cl)Cl. The product is [Br-:4].[C:1]([O:6][C:7]1[CH:12]=[CH:11][C:10]([C:13](=[O:40])[CH2:14][N+:15]23[CH2:20][CH2:19][CH:18]([CH2:21][CH2:22]2)[C@@H:17]([O:23][C:24](=[O:39])[C@@H:25]([C:33]2[CH:34]=[CH:35][CH:36]=[CH:37][CH:38]=2)[NH:26][C:27]2[CH:28]=[CH:29][CH:30]=[CH:31][CH:32]=2)[CH2:16]3)=[CH:9][CH:8]=1)(=[O:3])[CH3:2]. The yield is 0.319. (6) The reactants are [CH3:1][Si:2]([CH3:18])([CH3:17])[CH2:3][CH2:4][O:5][CH2:6][N:7]1[C:11]2=[N:12][CH:13]=[C:14]([NH2:16])[N:15]=[C:10]2[CH:9]=[CH:8]1.[CH2:19]([N:27]=[C:28]=[O:29])[CH2:20][C:21]1[CH:26]=[CH:25][CH:24]=[CH:23][CH:22]=1. The catalyst is ClCCl. The product is [CH2:19]([NH:27][C:28]([NH:16][C:14]1[N:15]=[C:10]2[CH:9]=[CH:8][N:7]([CH2:6][O:5][CH2:4][CH2:3][Si:2]([CH3:18])([CH3:17])[CH3:1])[C:11]2=[N:12][CH:13]=1)=[O:29])[CH2:20][C:21]1[CH:26]=[CH:25][CH:24]=[CH:23][CH:22]=1. The yield is 0.550.